Dataset: Full USPTO retrosynthesis dataset with 1.9M reactions from patents (1976-2016). Task: Predict the reactants needed to synthesize the given product. Given the product [CH3:2][O:3][C:4](=[O:9])[C:5]([O:8][C:11]1[C:16]([N+:17]([O-:19])=[O:18])=[CH:15][CH:14]=[C:13]([Br:20])[N:12]=1)([CH3:7])[CH3:6], predict the reactants needed to synthesize it. The reactants are: [Na].[CH3:2][O:3][C:4](=[O:9])[C:5]([OH:8])([CH3:7])[CH3:6].Br[C:11]1[C:16]([N+:17]([O-:19])=[O:18])=[CH:15][CH:14]=[C:13]([Br:20])[N:12]=1.